Predict the reaction yield, written as a fraction of the theoretical maximum amount of product (1.0 means a 100% yield; for example, 0.34 means a 34% yield). From a dataset of Reaction yield outcomes from USPTO patents with 853,638 reactions. (1) The reactants are Cl.C([N:9]1[CH2:17][C:16]2[C:15]([Cl:18])=[N:14][C:13]([Cl:19])=[N:12][C:11]=2[CH2:10]1)C1C=CC=CC=1.C(N(CC)CC)C.ClC(OC(Cl)C)=O.O. The catalyst is ClCCCl. The product is [ClH:18].[Cl:19][C:13]1[N:14]=[C:15]([Cl:18])[C:16]2[CH2:17][NH:9][CH2:10][C:11]=2[N:12]=1. The yield is 0.540. (2) The reactants are [CH3:1][N:2]([C@H:16]1[CH2:21][CH2:20][C@H:19]([O:22][CH2:23][CH2:24][CH2:25][C:26](=O)[CH3:27])[CH2:18][CH2:17]1)[S:3]([C:6]1[CH:11]=[CH:10][C:9]([C:12]([F:15])([F:14])[F:13])=[CH:8][CH:7]=1)(=[O:5])=[O:4].[CH3:29][NH:30][CH3:31].[BH3-]C#N.[Na+].O. The catalyst is C(O)C.CC([O-])C.CC([O-])C.CC([O-])C.CC([O-])C.[Ti+4]. The product is [CH3:29][N:30]([CH3:31])[CH:26]([CH3:27])[CH2:25][CH2:24][CH2:23][O:22][C@H:19]1[CH2:20][CH2:21][C@H:16]([N:2]([CH3:1])[S:3]([C:6]2[CH:11]=[CH:10][C:9]([C:12]([F:15])([F:14])[F:13])=[CH:8][CH:7]=2)(=[O:5])=[O:4])[CH2:17][CH2:18]1. The yield is 0.180. (3) The reactants are [O:1]1[CH:5]=[CH:4][CH:3]=[C:2]1[C:6]1[O:7][C:8]([CH3:21])=[C:9]([CH2:11][O:12][C:13]2[CH:18]=[CH:17][C:16]([CH2:19][OH:20])=[CH:15][CH:14]=2)[N:10]=1.Cl[C:23]1[C:28]([C:29]#[N:30])=[CH:27][CH:26]=[CH:25][N:24]=1.CN(C)C=O.[H-].[Na+]. The catalyst is O. The product is [O:1]1[CH:5]=[CH:4][CH:3]=[C:2]1[C:6]1[O:7][C:8]([CH3:21])=[C:9]([CH2:11][O:12][C:13]2[CH:18]=[CH:17][C:16]([CH2:19][O:20][C:23]3[N:24]=[CH:25][CH:26]=[CH:27][C:28]=3[C:29]#[N:30])=[CH:15][CH:14]=2)[N:10]=1. The yield is 0.870.